From a dataset of Full USPTO retrosynthesis dataset with 1.9M reactions from patents (1976-2016). Predict the reactants needed to synthesize the given product. (1) The reactants are: [NH2:1][C:2]1[CH:3]=[CH:4][C:5]([N:9]2[CH:13]=[CH:12][N:11]=[C:10]2[CH3:14])=[C:6]([F:8])[CH:7]=1.N1C=CC=CC=1.Cl[C:22]([O:24][CH2:25][C:26]1[CH:31]=[CH:30][CH:29]=[CH:28][CH:27]=1)=[O:23].C(=O)(O)[O-].[Na+]. Given the product [CH2:25]([O:24][C:22]([NH:1][C:2]1[CH:3]=[CH:4][C:5]([N:9]2[CH:13]=[CH:12][N:11]=[C:10]2[CH3:14])=[C:6]([F:8])[CH:7]=1)=[O:23])[C:26]1[CH:31]=[CH:30][CH:29]=[CH:28][CH:27]=1, predict the reactants needed to synthesize it. (2) Given the product [CH3:26][O:25][C:20]1[CH:19]=[C:18]([O:27][CH3:28])[CH:17]=[C:16]2[C:21]=1[C:22](=[O:24])[NH:23][C:14]([C:11]1[CH:12]=[CH:13][C:8]([N:5]3[CH2:4][CH2:3][CH:2]([NH:1][S:30]([CH3:29])(=[O:32])=[O:31])[CH2:7][CH2:6]3)=[CH:9][CH:10]=1)=[N:15]2, predict the reactants needed to synthesize it. The reactants are: [NH2:1][CH:2]1[CH2:7][CH2:6][N:5]([C:8]2[CH:13]=[CH:12][C:11]([C:14]3[NH:23][C:22](=[O:24])[C:21]4[C:16](=[CH:17][C:18]([O:27][CH3:28])=[CH:19][C:20]=4[O:25][CH3:26])[N:15]=3)=[CH:10][CH:9]=2)[CH2:4][CH2:3]1.[CH3:29][S:30](Cl)(=[O:32])=[O:31].CCN(CC)CC. (3) Given the product [C:20]([C:17]1[CH:18]=[CH:19][C:14]2[N:13]=[C:12]([C@H:8]([NH:9][C:10]([NH:49][C@H:50]3[CH2:55][CH2:54][C@H:53]([OH:56])[CH2:52][CH2:51]3)=[O:22])[CH2:7][C:6]3[CH:23]=[CH:24][C:3]([O:2][CH3:1])=[CH:4][CH:5]=3)[NH:11][C:15]=2[CH:16]=1)#[N:21], predict the reactants needed to synthesize it. The reactants are: [CH3:1][O:2][C:3]1[CH:24]=[CH:23][C:6]([CH2:7][C@@H:8]2[C:12]3=[N:13][C:14]4[CH:19]=[CH:18][C:17]([C:20]#[N:21])=[CH:16][C:15]=4[N:11]3[C:10](=[O:22])[NH:9]2)=[CH:5][CH:4]=1.COC1C=CC(C[C@@H]2C3=NC4C=C(C#N)C=CC=4N3C(=O)N2)=CC=1.[NH2:49][C@H:50]1[CH2:55][CH2:54][C@H:53]([OH:56])[CH2:52][CH2:51]1.C(O)(C(F)(F)F)=O. (4) Given the product [C:1]([C:5]1[O:9][N:8]=[C:7]([NH:10][C:11]([NH:13][C:14]2[CH:19]=[CH:18][CH:17]=[C:16]([C:20]#[C:21][C:22]3[C:23]([NH:38][CH2:37][CH2:36][CH2:35][N:29]4[CH2:34][CH2:33][O:32][CH2:31][CH2:30]4)=[N:24][CH:25]=[N:26][CH:27]=3)[CH:15]=2)=[O:12])[CH:6]=1)([CH3:4])([CH3:3])[CH3:2], predict the reactants needed to synthesize it. The reactants are: [C:1]([C:5]1[O:9][N:8]=[C:7]([NH:10][C:11]([NH:13][C:14]2[CH:19]=[CH:18][CH:17]=[C:16]([C:20]#[C:21][C:22]3[C:23](Cl)=[N:24][CH:25]=[N:26][CH:27]=3)[CH:15]=2)=[O:12])[CH:6]=1)([CH3:4])([CH3:3])[CH3:2].[N:29]1([CH2:35][CH2:36][CH2:37][NH2:38])[CH2:34][CH2:33][O:32][CH2:31][CH2:30]1. (5) Given the product [S:38]1[CH:39]=[CH:40][CH:41]=[C:37]1[C:35]1[O:34][N:33]=[C:32]([CH:31]=[C:28]2[CH2:29][CH2:30][NH:25][CH2:26][CH2:27]2)[CH:36]=1, predict the reactants needed to synthesize it. The reactants are: S1C=CC=C1C1OC(C=C2CCNCC2)=NN=1.C(OC([N:25]1[CH2:30][CH2:29][C:28](=[CH:31][C:32]2[CH:36]=[C:35]([C:37]3[S:38][CH:39]=[CH:40][CH:41]=3)[O:34][N:33]=2)[CH2:27][CH2:26]1)=O)(C)(C)C.C(OC(N1CCC(=CC2OC(C3SC=CC=3)=NN=2)CC1)=O)(C)(C)C. (6) Given the product [OH:1][C:2]1[CH:3]=[C:4]([NH:8][C:9]2[N:14]=[C:13]([NH:15][C:16]3[CH:21]=[CH:20][C:19]([C:32]([O:34][CH3:35])=[O:33])=[C:18]([OH:22])[CH:17]=3)[C:12]([F:23])=[CH:11][N:10]=2)[CH:5]=[CH:6][C:7]=1[C:32]([O:34][CH3:35])=[O:33], predict the reactants needed to synthesize it. The reactants are: [OH:1][C:2]1[CH:3]=[C:4]([NH:8][C:9]2[N:14]=[C:13]([NH:15][C:16]3[CH:21]=[CH:20][CH:19]=[C:18]([OH:22])[CH:17]=3)[C:12]([F:23])=[CH:11][N:10]=2)[CH:5]=[CH:6][CH:7]=1.OC1C=C(C=CC=1[C:32]([O:34][CH3:35])=[O:33])N.ClC1N=C(Cl)C(F)=CN=1. (7) Given the product [F:19][CH:17]([F:18])[C:14]1[CH:15]=[CH:16][C:11]([C:8]([F:9])([F:10])[CH2:7][N:22]2[CH2:27][CH2:26][CH:25]([NH:28][C:29]3[C:30]4[CH:37]=[CH:36][N:35]([S:38]([C:41]5[CH:47]=[CH:46][C:44]([CH3:45])=[CH:43][CH:42]=5)(=[O:40])=[O:39])[C:31]=4[N:32]=[CH:33][N:34]=3)[CH2:24][CH2:23]2)=[N:12][CH:13]=1, predict the reactants needed to synthesize it. The reactants are: FC(F)(F)S(O[CH2:7][C:8]([C:11]1[CH:16]=[CH:15][C:14]([CH:17]([F:19])[F:18])=[CH:13][N:12]=1)([F:10])[F:9])(=O)=O.[NH:22]1[CH2:27][CH2:26][CH:25]([NH:28][C:29]2[C:30]3[CH:37]=[CH:36][N:35]([S:38]([C:41]4[CH:47]=[CH:46][C:44]([CH3:45])=[CH:43][CH:42]=4)(=[O:40])=[O:39])[C:31]=3[N:32]=[CH:33][N:34]=2)[CH2:24][CH2:23]1.CCN(C(C)C)C(C)C. (8) The reactants are: [F:1][C:2]1[CH:7]=[CH:6][CH:5]=[CH:4][C:3]=1[C:8](=[O:10])[CH3:9].C(=O)([O-])[O-].[Na+].[Na+].[S:17](O[S:17]([C:20]([F:23])([F:22])[F:21])(=[O:19])=[O:18])([C:20]([F:23])([F:22])[F:21])(=[O:19])=[O:18]. Given the product [F:21][C:20]([F:23])([F:22])[S:17]([O:10][C:8]([C:3]1[CH:4]=[CH:5][CH:6]=[CH:7][C:2]=1[F:1])=[CH2:9])(=[O:19])=[O:18], predict the reactants needed to synthesize it. (9) The reactants are: Br[C:2]1[CH:3]=[C:4]([CH:7]=[CH:8][C:9]=1[O:10][C:11]([F:14])([F:13])[F:12])[CH:5]=[O:6].[CH3:15][C:16]1[C:17](B(O)O)=[CH:18][C:19]2[C:20](C)([CH3:28])[CH2:21][CH2:22][C:23]([CH3:27])([CH3:26])[C:24]=2[CH:25]=1.[CH2:33](O)C.C(=O)([O-])[O-].[K+].[K+]. Given the product [F:12][C:11]([F:14])([F:13])[O:10][C:9]1[CH:8]=[CH:7][C:4]([CH:5]=[O:6])=[CH:3][C:2]=1[C:17]1[C:16]([CH3:15])=[CH:25][C:24]2[C:23]([CH3:26])([CH3:27])[CH2:22][CH:21]([CH3:33])[CH:20]([CH3:28])[C:19]=2[CH:18]=1, predict the reactants needed to synthesize it. (10) Given the product [CH3:6][C:5]1[N:7]=[C:19]([CH2:18][N:17]([C@H:22]2[CH2:24][C@H:23]2[C:25]2[CH:26]=[CH:27][CH:28]=[CH:29][CH:30]=2)[C:15](=[O:16])[O:14][C:10]([CH3:13])([CH3:11])[CH3:12])[O:9][N:8]=1, predict the reactants needed to synthesize it. The reactants are: C(Cl)CCl.[C:5](=[N:8][OH:9])([NH2:7])[CH3:6].[C:10]([O:14][C:15]([N:17]([C@@H:22]1[CH2:24][C@H:23]1[C:25]1[CH:30]=[CH:29][CH:28]=[CH:27][CH:26]=1)[CH2:18][C:19](O)=O)=[O:16])([CH3:13])([CH3:12])[CH3:11].